From a dataset of Catalyst prediction with 721,799 reactions and 888 catalyst types from USPTO. Predict which catalyst facilitates the given reaction. (1) Reactant: NC1C2N=C(COCC)N(CC(C)(O)C)C=2C2N=CC(Br)=CC=2N=1.[NH2:25][C:26]1[CH:27]=[N:28][C:29]2[C:34]([C:35]=1[NH:36][CH2:37][C:38]([NH:41][C:42](=[O:48])[O:43][C:44]([CH3:47])([CH3:46])[CH3:45])([CH3:40])[CH3:39])=[N:33][CH:32]=[C:31]([Br:49])[CH:30]=2.[CH2:50]([O:52][CH2:53][C:54]([Cl:56])=[O:55])[CH3:51]. Product: [ClH:56].[Br:49][C:31]1[CH:30]=[C:29]2[C:34]([C:35]([NH:36][CH2:37][C:38]([NH:41][C:42](=[O:48])[O:43][C:44]([CH3:47])([CH3:46])[CH3:45])([CH3:40])[CH3:39])=[C:26]([NH:25][C:54](=[O:55])[CH2:53][O:52][CH2:50][CH3:51])[CH:27]=[N:28]2)=[N:33][CH:32]=1. The catalyst class is: 10. (2) Reactant: Br[C:2]1[CH:11]=[CH:10][C:5]([C:6]([O:8]C)=[O:7])=[C:4]([CH:12]2[CH2:14][CH2:13]2)[CH:3]=1.[F:15][C:16]1[CH:17]=[C:18]([C@:27]2([NH2:37])[C:32]3=[N:33][CH:34]=[CH:35][CH:36]=[C:31]3[O:30][CH2:29][CH2:28]2)[CH:19]=[CH:20][C:21]=1[O:22][C:23]([F:26])([F:25])[F:24].CC1(C)C2C(=C(P(C3C=CC=CC=3)C3C=CC=CC=3)C=CC=2)[O:59][C:41]2C(P(C3C=CC=CC=3)C3C=CC=CC=3)=CC=CC1=2. Product: [CH:12]1([C:4]2[CH:3]=[C:2]([C:41](=[O:59])[NH:37][C@@:27]3([C:18]4[CH:19]=[CH:20][C:21]([O:22][C:23]([F:26])([F:24])[F:25])=[C:16]([F:15])[CH:17]=4)[C:32]4=[N:33][CH:34]=[CH:35][CH:36]=[C:31]4[O:30][CH2:29][CH2:28]3)[CH:11]=[CH:10][C:5]=2[C:6]([OH:8])=[O:7])[CH2:14][CH2:13]1. The catalyst class is: 274.